Dataset: Reaction yield outcomes from USPTO patents with 853,638 reactions. Task: Predict the reaction yield, written as a fraction of the theoretical maximum amount of product (1.0 means a 100% yield; for example, 0.34 means a 34% yield). (1) The reactants are C1(C)C=CC=CC=1.C[N+]1([O-])[CH2:14][CH2:13][O:12]CC1.[Cl:16][C:17]1[CH:22]=[C:21]([Cl:23])[C:20]([S:24][CH2:25][C:26]([F:29])([F:28])[F:27])=CC=1B(O)O.Cl. The catalyst is C(OCC)(=O)C.CCCCCC. The product is [Cl:16][C:17]1[CH:22]=[C:21]([Cl:23])[C:20]([S:24][CH2:25][C:26]([F:27])([F:28])[F:29])=[CH:14][C:13]=1[OH:12]. The yield is 0.950. (2) The reactants are [Cl:1][C:2]1[CH:3]=[C:4]([C:9](=[N:21]O)[CH2:10][C:11]2[CH:16]=[CH:15][C:14]([C:17]([F:20])([F:19])[F:18])=[CH:13][N:12]=2)[CH:5]=[CH:6][C:7]=1[F:8].C(OC(C(F)(F)F)=O)(C(F)(F)F)=O.C(N(CC)CC)C.O. The catalyst is COCCOC.[Fe](Cl)Cl. The product is [Cl:1][C:2]1[CH:3]=[C:4]([C:9]2[CH:10]=[C:11]3[CH:16]=[CH:15][C:14]([C:17]([F:20])([F:19])[F:18])=[CH:13][N:12]3[N:21]=2)[CH:5]=[CH:6][C:7]=1[F:8]. The yield is 0.820. (3) The reactants are [CH2:1]([CH:3]=[CH:4][PH:5](=[O:7])[OH:6])[CH3:2].[CH2:8](O)[CH2:9][OH:10]. The catalyst is C1(C)C=CC=CC=1. The product is [CH2:1]([CH:3]=[CH:4][PH:5](=[O:6])[O:7][CH2:8][CH2:9][OH:10])[CH3:2]. The yield is 0.940. (4) The reactants are [NH2:1][N:2]1[C:7](=[O:8])[C:6]([C:9]2[NH:14][C:13]3[CH:15]=[CH:16][CH:17]=[CH:18][C:12]=3[S:11](=[O:20])(=[O:19])[N:10]=2)=[C:5]([OH:21])[C:4]2[S:22][CH:23]=[CH:24][C:3]1=2.[N:25]1[CH:30]=[CH:29][CH:28]=[CH:27][C:26]=1[CH:31]=O. The catalyst is CN(C)C(=O)C. The product is [O:19]=[S:11]1(=[O:20])[C:12]2[CH:18]=[CH:17][CH:16]=[CH:15][C:13]=2[NH:14][C:9]([C:6]2[C:7](=[O:8])[N:2]([N:1]=[CH:31][C:26]3[CH:27]=[CH:28][CH:29]=[CH:30][N:25]=3)[C:3]3[CH:24]=[CH:23][S:22][C:4]=3[C:5]=2[OH:21])=[N:10]1. The yield is 0.580. (5) The reactants are [C:1]([O:5][C:6](=[O:27])[NH:7][CH2:8][CH2:9][NH:10][C:11]1[CH:12]=[N:13][CH:14]=[C:15]([C:17]2[CH:18]=[C:19]3[C:24](=[CH:25][CH:26]=2)[CH:23]=[N:22][CH:21]=[CH:20]3)[CH:16]=1)([CH3:4])([CH3:3])[CH3:2].[CH:28]1[C:37]2[C:32](=[CH:33][CH:34]=[CH:35][CH:36]=2)[CH:31]=[CH:30][C:29]=1[S:38](Cl)(=[O:40])=[O:39]. The catalyst is N1C=CC=CC=1. The product is [C:1]([O:5][C:6](=[O:27])[NH:7][CH2:8][CH2:9][N:10]([C:11]1[CH:12]=[N:13][CH:14]=[C:15]([C:17]2[CH:18]=[C:19]3[C:24](=[CH:25][CH:26]=2)[CH:23]=[N:22][CH:21]=[CH:20]3)[CH:16]=1)[S:38]([C:29]1[CH:30]=[CH:31][C:32]2[C:37](=[CH:36][CH:35]=[CH:34][CH:33]=2)[CH:28]=1)(=[O:40])=[O:39])([CH3:4])([CH3:2])[CH3:3]. The yield is 0.650. (6) The reactants are Cl[C:2]1[N:7]=[CH:6][CH:5]=[CH:4][N:3]=1.O.Cl.[NH:10]1[CH2:15][CH2:14][C:13](=[O:16])[CH2:12][CH2:11]1. The catalyst is O1CCOCC1. The product is [N:3]1[CH:4]=[CH:5][CH:6]=[N:7][C:2]=1[N:10]1[CH2:15][CH2:14][C:13](=[O:16])[CH2:12][CH2:11]1. The yield is 0.530. (7) The reactants are [CH:1]([C:3]1[C:11]2[CH:10]3[CH2:12][CH:7]([CH2:8][CH2:9]3)[C:6]=2[N:5]([CH2:13][C:14]([O:16][CH3:17])=[O:15])[N:4]=1)=[O:2].[Br:18][C@H:19]1[C:25](=[O:26])[N:24]2[C@@H:20]1[S:21][CH:22]=[C:23]2[C:27]([O:29][CH2:30][C:31]1[CH:36]=[CH:35][C:34]([N+:37]([O-:39])=[O:38])=[CH:33][CH:32]=1)=[O:28].[CH3:40][CH2:41][O:42]CC.[Mg+2].[Br-].[Br-].CCN(CC)CC.[Al].C(OC(=O)C)(=O)C. The catalyst is CCOC(C)=O.C1COCC1.C(#N)C. The product is [C:41]([O:2][CH:1]([C:3]1[C:11]2[CH:10]3[CH2:12][CH:7]([CH2:8][CH2:9]3)[C:6]=2[N:5]([CH2:13][C:14]([O:16][CH3:17])=[O:15])[N:4]=1)[C:19]1([Br:18])[C:25](=[O:26])[N:24]2[C@@H:20]1[S:21][CH:22]=[C:23]2[C:27]([O:29][CH2:30][C:31]1[CH:36]=[CH:35][C:34]([N+:37]([O-:39])=[O:38])=[CH:33][CH:32]=1)=[O:28])(=[O:42])[CH3:40]. The yield is 0.280. (8) The reactants are [F:1][C:2]1[CH:3]=[C:4]([C:9]([NH:31][S@@:32]([C:34]([CH3:37])([CH3:36])[CH3:35])=[O:33])([C:17]2[CH:22]=[C:21]([O:23][C:24]([F:29])([F:28])[CH:25]([F:27])[F:26])[CH:20]=[C:19]([F:30])[CH:18]=2)[CH2:10][C:11]2[CH:16]=[CH:15][CH:14]=[CH:13][CH:12]=2)[CH:5]=[CH:6][C:7]=1[OH:8].C([O-])([O-])=O.[K+].[K+].I[CH:45]([CH3:47])[CH3:46]. The catalyst is CN(C=O)C.CCOCC. The product is [F:1][C:2]1[CH:3]=[C:4]([C:9]([NH:31][S@@:32]([C:34]([CH3:37])([CH3:36])[CH3:35])=[O:33])([C:17]2[CH:22]=[C:21]([O:23][C:24]([F:28])([F:29])[CH:25]([F:26])[F:27])[CH:20]=[C:19]([F:30])[CH:18]=2)[CH2:10][C:11]2[CH:12]=[CH:13][CH:14]=[CH:15][CH:16]=2)[CH:5]=[CH:6][C:7]=1[O:8][CH:45]([CH3:47])[CH3:46]. The yield is 1.00. (9) The product is [C:1]([N:4]1[C:13]2[C:8](=[CH:9][C:10]([C:34]3[C:30]([CH3:29])=[N:31][O:32][C:33]=3[CH3:38])=[CH:11][CH:12]=2)[C@H:7]([NH:15][C:16](=[O:21])[O:17][CH:18]([CH3:20])[CH3:19])[CH2:6][C@@H:5]1[CH3:22])(=[O:3])[CH3:2]. The reactants are [C:1]([N:4]1[C:13]2[C:8](=[CH:9][C:10](Br)=[CH:11][CH:12]=2)[CH:7]([NH:15][C:16](=[O:21])[O:17][CH:18]([CH3:20])[CH3:19])[CH2:6][CH:5]1[CH3:22])(=[O:3])[CH3:2].C(=O)([O-])[O-].[K+].[K+].[CH3:29][C:30]1[C:34](B(O)O)=[C:33]([CH3:38])[O:32][N:31]=1.C(O)C. The yield is 0.380. The catalyst is C1C=CC([P]([Pd]([P](C2C=CC=CC=2)(C2C=CC=CC=2)C2C=CC=CC=2)([P](C2C=CC=CC=2)(C2C=CC=CC=2)C2C=CC=CC=2)[P](C2C=CC=CC=2)(C2C=CC=CC=2)C2C=CC=CC=2)(C2C=CC=CC=2)C2C=CC=CC=2)=CC=1.C1(C)C=CC=CC=1.